Dataset: Catalyst prediction with 721,799 reactions and 888 catalyst types from USPTO. Task: Predict which catalyst facilitates the given reaction. (1) Reactant: [C:1]([O:5][C:6]([NH:8][C:9]1[N:13]([CH:14]2[CH2:19][CH2:18][CH2:17][N:16]([C:20]([O:22][C:23]([CH3:26])([CH3:25])[CH3:24])=[O:21])[CH2:15]2)[N:12]=[C:11]([C:27]2[CH:32]=[CH:31][C:30]([O:33][C:34]3[CH:39]=[CH:38][CH:37]=[CH:36][CH:35]=3)=[CH:29][CH:28]=2)[C:10]=1[C:40]#[N:41])=[O:7])([CH3:4])([CH3:3])[CH3:2].[H-].[Na+].[CH3:44]I.O. Product: [C:1]([O:5][C:6]([N:8]([CH3:44])[C:9]1[N:13]([CH:14]2[CH2:19][CH2:18][CH2:17][N:16]([C:20]([O:22][C:23]([CH3:26])([CH3:25])[CH3:24])=[O:21])[CH2:15]2)[N:12]=[C:11]([C:27]2[CH:32]=[CH:31][C:30]([O:33][C:34]3[CH:35]=[CH:36][CH:37]=[CH:38][CH:39]=3)=[CH:29][CH:28]=2)[C:10]=1[C:40]#[N:41])=[O:7])([CH3:2])([CH3:3])[CH3:4]. The catalyst class is: 3. (2) Reactant: Br[CH2:2][CH2:3][C:4]1[CH:9]=[CH:8][C:7]([N+:10]([O-:12])=[O:11])=[CH:6][CH:5]=1.[C-:13]#[N:14].[Na+]. Product: [N+:10]([C:7]1[CH:8]=[CH:9][C:4]([CH2:3][CH2:2][C:13]#[N:14])=[CH:5][CH:6]=1)([O-:12])=[O:11]. The catalyst class is: 8. (3) Reactant: C(OC([NH:11][C@H:12]1[CH2:16][CH2:15][CH2:14][C@@H:13]1/[CH:17]=[CH:18]/[C@@H:19]1[N:24]([S:25]([C:28]2[CH:33]=[CH:32][CH:31]=[CH:30][CH:29]=2)(=[O:27])=[O:26])[CH2:23][CH2:22][N:21]([C:34]([O:36][C:37]([CH3:40])([CH3:39])[CH3:38])=[O:35])[CH2:20]1)=O)C1C=CC=CC=1.[H][H]. Product: [NH2:11][C@H:12]1[CH2:16][CH2:15][CH2:14][C@@H:13]1[CH2:17][CH2:18][C@@H:19]1[N:24]([S:25]([C:28]2[CH:33]=[CH:32][CH:31]=[CH:30][CH:29]=2)(=[O:27])=[O:26])[CH2:23][CH2:22][N:21]([C:34]([O:36][C:37]([CH3:40])([CH3:39])[CH3:38])=[O:35])[CH2:20]1. The catalyst class is: 19.